Dataset: Peptide-MHC class II binding affinity with 134,281 pairs from IEDB. Task: Regression. Given a peptide amino acid sequence and an MHC pseudo amino acid sequence, predict their binding affinity value. This is MHC class II binding data. (1) The peptide sequence is PIVKDASIQVVSAIR. The MHC is DRB1_0802 with pseudo-sequence DRB1_0802. The binding affinity (normalized) is 0.743. (2) The peptide sequence is YKALPVVLENARILK. The MHC is HLA-DPA10201-DPB11401 with pseudo-sequence HLA-DPA10201-DPB11401. The binding affinity (normalized) is 0.627. (3) The peptide sequence is RKHIEWNCDVCRHGD. The MHC is HLA-DQA10102-DQB10602 with pseudo-sequence HLA-DQA10102-DQB10602. The binding affinity (normalized) is 0.0833. (4) The peptide sequence is SQDLELSWNLNGLSAY. The MHC is DRB1_0401 with pseudo-sequence DRB1_0401. The binding affinity (normalized) is 0.738. (5) The peptide sequence is QEVFKAIQSLKTTEV. The MHC is DRB1_0401 with pseudo-sequence DRB1_0401. The binding affinity (normalized) is 0.876. (6) The peptide sequence is CDKQRHPEAHRDHIC. The MHC is DRB1_0101 with pseudo-sequence DRB1_0101. The binding affinity (normalized) is 0.208. (7) The peptide sequence is DDGRNIAWDNDKLES. The MHC is HLA-DPA10201-DPB10501 with pseudo-sequence HLA-DPA10201-DPB10501. The binding affinity (normalized) is 0.0588. (8) The peptide sequence is LAVAWMILRAITFTTTSNV. The MHC is DRB4_0101 with pseudo-sequence DRB4_0103. The binding affinity (normalized) is 0.423.